This data is from Reaction yield outcomes from USPTO patents with 853,638 reactions. The task is: Predict the reaction yield, written as a fraction of the theoretical maximum amount of product (1.0 means a 100% yield; for example, 0.34 means a 34% yield). (1) The reactants are [C:1](#[N:3])[CH3:2].[CH2:4]([Li])[CH2:5][CH2:6][CH3:7].C([O:16][C:17]([N:19]([CH2:29][C:30]1[CH:31]=[C:32]([CH:37]=[CH:38][CH:39]=1)[C:33]([O:35]C)=O)[CH2:20][C:21]1[CH:26]=[CH:25][C:24]([O:27][CH3:28])=[CH:23][CH:22]=1)=[O:18])C1C=CC=CC=1.O1C[CH2:43][CH2:42][CH2:41]1. No catalyst specified. The product is [CH2:4]([O:16][C:17](=[O:18])[N:19]([CH2:29][C:30]1[CH:39]=[CH:38][CH:37]=[C:32]([C:33](=[O:35])[CH2:2][C:1]#[N:3])[CH:31]=1)[CH2:20][C:21]1[CH:26]=[CH:25][C:24]([O:27][CH3:28])=[CH:23][CH:22]=1)[C:5]1[CH:43]=[CH:42][CH:41]=[CH:7][CH:6]=1. The yield is 0.960. (2) The reactants are [NH:1]1[C:9]2[C:4](=[CH:5][CH:6]=[CH:7][CH:8]=2)[C:3]([C:10](O)=[O:11])=[N:2]1.[H-].[Al+3].[Li+].[H-].[H-].[H-]. The catalyst is C(OCC)C. The product is [NH:1]1[C:9]2[C:4](=[CH:5][CH:6]=[CH:7][CH:8]=2)[C:3]([CH2:10][OH:11])=[N:2]1. The yield is 0.710. (3) The yield is 0.870. The reactants are [CH3:1][C:2]([O:5][C:6]([N:8]1[C@@H:15]([C:16]2[CH:21]=[CH:20][C:19]([O:22][CH2:23][C:24]3[CH:29]=[CH:28][CH:27]=[CH:26][CH:25]=3)=[CH:18][CH:17]=2)[CH2:14][CH2:13][C@H:9]1[C:10](O)=[O:11])=[O:7])([CH3:4])[CH3:3].CC[N:32](C(C)C)C(C)C.CN(C(ON1N=NC2C=CC=CC1=2)=[N+](C)C)C.[B-](F)(F)(F)F.C[Si](C)(C)N[Si](C)(C)C.C([O-])(O)=O.[Na+]. The product is [NH2:32][C:10]([C@@H:9]1[CH2:13][CH2:14][C@H:15]([C:16]2[CH:21]=[CH:20][C:19]([O:22][CH2:23][C:24]3[CH:29]=[CH:28][CH:27]=[CH:26][CH:25]=3)=[CH:18][CH:17]=2)[N:8]1[C:6]([O:5][C:2]([CH3:4])([CH3:3])[CH3:1])=[O:7])=[O:11]. The catalyst is CN(C=O)C.O. (4) The reactants are [Cl:1][C:2]1[CH:7]=[CH:6][C:5]([N:8]=[C:9]=[S:10])=[CH:4][CH:3]=1.[CH2:11]1[C:17]2[CH:18]=[CH:19][CH:20]=[CH:21][C:16]=2[CH2:15][CH2:14][NH:13][CH2:12]1. The catalyst is ClCCl. The product is [Cl:1][C:2]1[CH:7]=[CH:6][C:5]([NH:8][C:9]([N:13]2[CH2:12][CH2:11][C:17]3[CH:18]=[CH:19][CH:20]=[CH:21][C:16]=3[CH2:15][CH2:14]2)=[S:10])=[CH:4][CH:3]=1. The yield is 1.00. (5) The reactants are Br[C:2]1[N:7]=[N:6][C:5]([NH2:8])=[N:4][C:3]=1[C:9]1[CH:14]=[CH:13][CH:12]=[CH:11][CH:10]=1.[Br:15][C:16]1[CH:17]=[C:18](B(O)O)[CH:19]=[CH:20][CH:21]=1. No catalyst specified. The product is [Br:15][C:16]1[CH:21]=[C:20]([C:2]2[N:7]=[N:6][C:5]([NH2:8])=[N:4][C:3]=2[C:9]2[CH:14]=[CH:13][CH:12]=[CH:11][CH:10]=2)[CH:19]=[CH:18][CH:17]=1. The yield is 0.520. (6) The reactants are Cl[C:2]1[N:7]=[CH:6][C:5]([C:8]2[C:9]3[C:10](=[N:27][N:28]([CH3:30])[CH:29]=3)[N:11]=[C:12]([C:20]3[CH:25]=[CH:24][C:23]([F:26])=[CH:22][CH:21]=3)[C:13]=2[C:14]2[CH:19]=[CH:18][N:17]=[CH:16][CH:15]=2)=[CH:4][CH:3]=1. The catalyst is CC(O)=O.[Zn]. The product is [F:26][C:23]1[CH:22]=[CH:21][C:20]([C:12]2[C:13]([C:14]3[CH:15]=[CH:16][N:17]=[CH:18][CH:19]=3)=[C:8]([C:5]3[CH:6]=[N:7][CH:2]=[CH:3][CH:4]=3)[C:9]3[C:10](=[N:27][N:28]([CH3:30])[CH:29]=3)[N:11]=2)=[CH:25][CH:24]=1. The yield is 0.0400. (7) The reactants are [N+:1]([C:4]1[C:13]2[C:8](=[CH:9][CH:10]=[CH:11][CH:12]=2)[C:7]([O:14][C:15]([C:18]2[CH:23]=[CH:22][N:21]=[C:20]([NH2:24])[CH:19]=2)([CH3:17])[CH3:16])=[CH:6][CH:5]=1)([O-])=O.[H][H]. The product is [NH2:1][C:4]1[C:13]2[C:8](=[CH:9][CH:10]=[CH:11][CH:12]=2)[C:7]([O:14][C:15]([C:18]2[CH:23]=[CH:22][N:21]=[C:20]([NH2:24])[CH:19]=2)([CH3:17])[CH3:16])=[CH:6][CH:5]=1. The catalyst is CO.[Pt]. The yield is 0.890. (8) The reactants are Br[C:2]1[N:7]=[C:6]([C:8]([N:10]([CH3:12])[CH3:11])=[O:9])[C:5](=[O:13])[N:4]([C:14]2[CH:19]=[CH:18][CH:17]=[C:16]([C:20]([F:23])([F:22])[F:21])[CH:15]=2)[C:3]=1[CH3:24].[CH2:25]([O:27][CH:28]([O:31][CH2:32][CH3:33])[C:29]#[CH:30])[CH3:26].CCN(CC)CC. The catalyst is C1COCC1.[Cu]I. The product is [CH2:25]([O:27][CH:28]([O:31][CH2:32][CH3:33])[C:29]#[C:30][C:2]1[N:7]=[C:6]([C:8]([N:10]([CH3:12])[CH3:11])=[O:9])[C:5](=[O:13])[N:4]([C:14]2[CH:19]=[CH:18][CH:17]=[C:16]([C:20]([F:23])([F:22])[F:21])[CH:15]=2)[C:3]=1[CH3:24])[CH3:26]. The yield is 0.250. (9) The reactants are COC1C=C(OC)C=CC=1C[N:6]([C:30]1[S:34][N:33]=[CH:32][N:31]=1)[S:7]([C:10]1[CH:15]=[C:14]([F:16])[C:13]([O:17][C@H:18]2[CH2:22][CH2:21][CH2:20][C@@H:19]2[C:23]2[N:27]([CH3:28])[N:26]=[CH:25][CH:24]=2)=[CH:12][C:11]=1[F:29])(=[O:9])=[O:8].C([SiH](CC)CC)C.FC(F)(F)C(O)=O. The catalyst is ClCCl. The product is [F:29][C:11]1[CH:12]=[C:13]([O:17][C@H:18]2[CH2:22][CH2:21][CH2:20][C@@H:19]2[C:23]2[N:27]([CH3:28])[N:26]=[CH:25][CH:24]=2)[C:14]([F:16])=[CH:15][C:10]=1[S:7]([NH:6][C:30]1[S:34][N:33]=[CH:32][N:31]=1)(=[O:8])=[O:9]. The yield is 0.830.